Dataset: Peptide-MHC class I binding affinity with 185,985 pairs from IEDB/IMGT. Task: Regression. Given a peptide amino acid sequence and an MHC pseudo amino acid sequence, predict their binding affinity value. This is MHC class I binding data. (1) The peptide sequence is YVFPVIFSK. The MHC is HLA-A11:01 with pseudo-sequence HLA-A11:01. The binding affinity (normalized) is 0.556. (2) The peptide sequence is FLGPLLVLQA. The MHC is HLA-A03:01 with pseudo-sequence HLA-A03:01. The binding affinity (normalized) is 0.0382. (3) The peptide sequence is KPINLSNSV. The MHC is HLA-B07:02 with pseudo-sequence HLA-B07:02. The binding affinity (normalized) is 0.710. (4) The peptide sequence is SEFWLNYTA. The MHC is HLA-C04:01 with pseudo-sequence HLA-C04:01. The binding affinity (normalized) is 0.213. (5) The peptide sequence is EVREFLGSY. The MHC is HLA-A02:01 with pseudo-sequence HLA-A02:01. The binding affinity (normalized) is 0.0847.